Dataset: Catalyst prediction with 721,799 reactions and 888 catalyst types from USPTO. Task: Predict which catalyst facilitates the given reaction. (1) Reactant: [NH:1]([C:3]1[CH:4]=[N:5][CH:6]=[CH:7][CH:8]=1)[NH2:2].Cl.[CH3:10][C:11]1[CH:12]=[CH:13][C:14]([C:17](=O)[CH2:18][C:19](=O)[C:20]([O:22][CH3:23])=[O:21])=[N:15][CH:16]=1.C(=O)(O)[O-].[Na+]. Product: [CH3:10][C:11]1[CH:12]=[CH:13][C:14]([C:17]2[N:1]([C:3]3[CH:4]=[N:5][CH:6]=[CH:7][CH:8]=3)[N:2]=[C:19]([C:20]([O:22][CH3:23])=[O:21])[CH:18]=2)=[N:15][CH:16]=1. The catalyst class is: 254. (2) Reactant: [NH2:1][C:2]1[C:7]([N+:8]([O-:10])=[O:9])=[CH:6][CH:5]=[CH:4][C:3]=1[OH:11].C1C[O:15][CH2:14]C1. Product: [N+:8]([C:7]1[C:2]2[NH:1][C:14](=[O:15])[O:11][C:3]=2[CH:4]=[CH:5][CH:6]=1)([O-:10])=[O:9]. The catalyst class is: 25. (3) Reactant: [H-].[Na+].[NH:3]1[CH2:8][CH2:7][O:6][CH2:5][C:4]1=[O:9].[H][H].F[C:13]1[CH:18]=[CH:17][C:16]([N+:19]([O-:21])=[O:20])=[CH:15][CH:14]=1. Product: [N:3]1([C:13]2[CH:18]=[CH:17][C:16]([N+:19]([O-:21])=[O:20])=[CH:15][CH:14]=2)[CH2:8][CH2:7][O:6][CH2:5][C:4]1=[O:9]. The catalyst class is: 60. (4) Product: [C:38]([O:37][C:35](=[O:36])[NH:1][CH2:4][CH:5]([O:10][C:11]1[CH:12]=[N:13][CH:14]=[C:15]([C:17]2[C:25]3[C:20](=[N:21][CH:22]=[C:23]([C:26]4[CH:30]=[N:29][NH:28][CH:27]=4)[CH:24]=3)[NH:19][CH:18]=2)[N:16]=1)[C:6]([F:9])([F:7])[F:8])([CH3:41])([CH3:40])[CH3:39]. Reactant: [N:1]([CH2:4][CH:5]([O:10][C:11]1[N:16]=[C:15]([C:17]2[C:25]3[C:20](=[N:21][CH:22]=[C:23]([C:26]4[CH:27]=[N:28][NH:29][CH:30]=4)[CH:24]=3)[NH:19][CH:18]=2)[CH:14]=[N:13][CH:12]=1)[C:6]([F:9])([F:8])[F:7])=[N+]=[N-].C(O)(=O)C.[C:35](O[C:35]([O:37][C:38]([CH3:41])([CH3:40])[CH3:39])=[O:36])([O:37][C:38]([CH3:41])([CH3:40])[CH3:39])=[O:36]. The catalyst class is: 19. (5) Reactant: [CH3:1][C:2]1[O:6][C:5]([C:7]([NH:9][C:10]([C:13]2[N:19]([CH3:20])[C:17](=[O:18])[C:16]([OH:21])=[C:15]([C:22]([NH:24][CH2:25][C:26]3[CH:27]=[CH:28][C:29]([F:32])=[CH:30][CH:31]=3)=[O:23])[N:14]=2)([CH3:12])[CH3:11])=[O:8])=[N:4][N:3]=1.[OH-].[K+:34]. Product: [CH3:1][C:2]1[O:6][C:5]([C:7]([NH:9][C:10]([C:13]2[N:19]([CH3:20])[C:17](=[O:18])[C:16]([O-:21])=[C:15]([C:22]([NH:24][CH2:25][C:26]3[CH:27]=[CH:28][C:29]([F:32])=[CH:30][CH:31]=3)=[O:23])[N:14]=2)([CH3:12])[CH3:11])=[O:8])=[N:4][N:3]=1.[K+:34]. The catalyst class is: 11. (6) Reactant: [S:1]1[C:5]([N:6]([CH3:22])[C:7]([CH:9]2[CH2:14][CH2:13][N:12](C(OC(C)(C)C)=O)[CH2:11][CH2:10]2)=[O:8])=[CH:4][CH:3]=[N:2]1.[ClH:23]. Product: [ClH:23].[S:1]1[C:5]([N:6]([CH3:22])[C:7]([CH:9]2[CH:10]3[CH:14]2[CH2:13][NH:12][CH2:11]3)=[O:8])=[CH:4][CH:3]=[N:2]1. The catalyst class is: 71. (7) Reactant: [CH:1](/[C:9]1[NH:14][C:13](=[O:15])[C:12]([O:16][CH:17]2[CH2:22][CH2:21][CH2:20][CH2:19][O:18]2)=[CH:11][N:10]=1)=[CH:2]\[C:3]1[CH:8]=[CH:7][CH:6]=[CH:5][CH:4]=1.N1C=CC=CC=1.[F:29][C:30]([F:43])([F:42])[S:31](O[S:31]([C:30]([F:43])([F:42])[F:29])(=[O:33])=[O:32])(=[O:33])=[O:32].O. The catalyst class is: 4. Product: [F:29][C:30]([F:43])([F:42])[S:31]([O:15][C:13]1[C:12]([O:16][CH:17]2[CH2:22][CH2:21][CH2:20][CH2:19][O:18]2)=[CH:11][N:10]=[C:9](/[CH:1]=[CH:2]/[C:3]2[CH:4]=[CH:5][CH:6]=[CH:7][CH:8]=2)[N:14]=1)(=[O:33])=[O:32]. (8) Product: [CH3:1][N:2]1[CH2:7][CH2:6][N:5]([C:15]([O:17][C:18]([CH3:21])([CH3:20])[CH3:19])=[O:16])[CH2:4][CH2:3]1. Reactant: [CH3:1][N:2]1[CH2:7][CH2:6][NH:5][CH2:4][CH2:3]1.C(N(CC)CC)C.[C:15](O[C:15]([O:17][C:18]([CH3:21])([CH3:20])[CH3:19])=[O:16])([O:17][C:18]([CH3:21])([CH3:20])[CH3:19])=[O:16].O. The catalyst class is: 7. (9) Reactant: C(O[C:4]1[CH2:5][N:6]([C:10]([O:12][C:13]([CH3:16])([CH3:15])[CH3:14])=[O:11])[CH2:7][CH2:8][N:9]=1)C.[N:17]1[CH:22]=[CH:21][N:20]=[CH:19][C:18]=1[C:23]([NH:25][NH2:26])=O. Product: [N:17]1[CH:22]=[CH:21][N:20]=[CH:19][C:18]=1[C:23]1[N:9]2[CH2:8][CH2:7][N:6]([C:10]([O:12][C:13]([CH3:14])([CH3:15])[CH3:16])=[O:11])[CH2:5][C:4]2=[N:26][N:25]=1. The catalyst class is: 51.